Task: Predict the reactants needed to synthesize the given product.. Dataset: Full USPTO retrosynthesis dataset with 1.9M reactions from patents (1976-2016) (1) Given the product [Cl:1][CH2:2][C:3]1[CH:11]=[CH:10][C:6]([C:7]([O:9][CH:12]([CH3:14])[CH3:13])=[O:8])=[CH:5][CH:4]=1, predict the reactants needed to synthesize it. The reactants are: [Cl:1][CH2:2][C:3]1[CH:11]=[CH:10][C:6]([C:7]([OH:9])=[O:8])=[CH:5][CH:4]=1.[CH:12](O)([CH3:14])[CH3:13]. (2) Given the product [CH3:1][O:2][C:3]1[CH:4]=[C:5]([C:11]2[CH2:15][CH:14]([CH2:16][CH2:17][CH2:18][N:29]3[CH2:30][CH2:31][N:26]([C:20]4[CH:25]=[CH:24][CH:23]=[CH:22][CH:21]=4)[CH2:27][CH2:28]3)[O:13][N:12]=2)[CH:6]=[CH:7][C:8]=1[O:9][CH3:10], predict the reactants needed to synthesize it. The reactants are: [CH3:1][O:2][C:3]1[CH:4]=[C:5]([C:11]2[CH2:15][CH:14]([CH2:16][CH2:17][CH:18]=O)[O:13][N:12]=2)[CH:6]=[CH:7][C:8]=1[O:9][CH3:10].[C:20]1([N:26]2[CH2:31][CH2:30][NH:29][CH2:28][CH2:27]2)[CH:25]=[CH:24][CH:23]=[CH:22][CH:21]=1.[BH-](OC(C)=O)(OC(C)=O)OC(C)=O.[Na+]. (3) The reactants are: [Cl:1][C:2]1[N:7]=[C:6](Cl)[N:5]=[C:4]([NH:9][CH2:10][C:11]#[CH:12])[N:3]=1.[CH2:13]([NH2:20])[C:14]1[CH:19]=[CH:18][CH:17]=[CH:16][CH:15]=1.ClC1N=C(NC(C)C)N=C(NCC#C)N=1. Given the product [CH2:13]([NH:20][C:6]1[N:5]=[C:4]([NH:9][CH2:10][C:11]#[CH:12])[N:3]=[C:2]([Cl:1])[N:7]=1)[C:14]1[CH:19]=[CH:18][CH:17]=[CH:16][CH:15]=1, predict the reactants needed to synthesize it. (4) Given the product [Br:1][C:2]1[CH:3]=[C:4]([CH2:9][CH2:10][CH2:11][C:12]([OH:14])=[O:13])[CH:5]=[CH:6][C:7]=1[F:8], predict the reactants needed to synthesize it. The reactants are: [Br:1][C:2]1[CH:3]=[C:4]([CH2:9][CH2:10][CH2:11][C:12]([O:14]C)=[O:13])[CH:5]=[CH:6][C:7]=1[F:8].O[Li].O.Cl. (5) Given the product [CH2:17]([O:16][C:14]([NH:9][C:8]([NH:10][C:3]([O:4][CH2:5][C:1]1[CH:2]=[CH:3][CH:2]=[CH:1][CH:5]=1)=[O:11])=[NH:7])=[O:15])[C:18]1[CH:23]=[CH:22][CH:21]=[CH:20][CH:19]=1, predict the reactants needed to synthesize it. The reactants are: [CH2:1]1[CH2:5][O:4][CH2:3][CH2:2]1.Cl.[NH2:7][C:8]([NH2:10])=[NH:9].[OH-:11].[Na+].Cl[C:14]([O:16][CH2:17][C:18]1[CH:23]=[CH:22][CH:21]=[CH:20][CH:19]=1)=[O:15]. (6) Given the product [Br:14][C:15]1[CH:16]=[N:17][N:18]([CH2:2][C:3]([NH:5][C:6]2[CH:11]=[CH:10][CH:9]=[C:8]([F:12])[C:7]=2[F:13])=[O:4])[CH:19]=1, predict the reactants needed to synthesize it. The reactants are: Cl[CH2:2][C:3]([NH:5][C:6]1[CH:11]=[CH:10][CH:9]=[C:8]([F:12])[C:7]=1[F:13])=[O:4].[Br:14][C:15]1[CH:16]=[N:17][NH:18][CH:19]=1.C(=O)([O-])[O-].[K+].[K+].O.